Dataset: Peptide-MHC class I binding affinity with 185,985 pairs from IEDB/IMGT. Task: Regression. Given a peptide amino acid sequence and an MHC pseudo amino acid sequence, predict their binding affinity value. This is MHC class I binding data. (1) The peptide sequence is STIANSNIIK. The MHC is HLA-A68:01 with pseudo-sequence HLA-A68:01. The binding affinity (normalized) is 0.743. (2) The MHC is HLA-A24:03 with pseudo-sequence HLA-A24:03. The peptide sequence is AYPELACAV. The binding affinity (normalized) is 0.445. (3) The peptide sequence is VLYCVHQEI. The MHC is HLA-B15:17 with pseudo-sequence HLA-B15:17. The binding affinity (normalized) is 0.460. (4) The peptide sequence is NIYKTRHTGI. The MHC is HLA-B08:01 with pseudo-sequence HLA-B08:01. The binding affinity (normalized) is 0. (5) The peptide sequence is RRQGCWKC. The MHC is Mamu-B03 with pseudo-sequence Mamu-B03. The binding affinity (normalized) is 0.797. (6) The peptide sequence is ALINLVQYR. The MHC is HLA-A03:01 with pseudo-sequence HLA-A03:01. The binding affinity (normalized) is 0.189. (7) The peptide sequence is SEAFLIGANY. The MHC is Patr-B2401 with pseudo-sequence Patr-B2401. The binding affinity (normalized) is 0.0871.